From a dataset of Forward reaction prediction with 1.9M reactions from USPTO patents (1976-2016). Predict the product of the given reaction. (1) Given the reactants [N:1]([CH2:4][C@H:5]1[CH2:14][CH2:13][C:12]2[C:7](=[C:8]([C:16]3[CH:21]=[CH:20][CH:19]=[CH:18][C:17]=3[Cl:22])[C:9]([Cl:15])=[CH:10][CH:11]=2)[O:6]1)=[N+]=[N-].C1(P(C2C=CC=CC=2)C2C=CC=CC=2)C=CC=CC=1, predict the reaction product. The product is: [ClH:15].[Cl:15][C:9]1[C:8]([C:16]2[CH:21]=[CH:20][CH:19]=[CH:18][C:17]=2[Cl:22])=[C:7]2[C:12]([CH2:13][CH2:14][C@H:5]([CH2:4][NH2:1])[O:6]2)=[CH:11][CH:10]=1. (2) Given the reactants [CH2:1](O)[CH2:2][C:3]#[C:4][CH2:5][CH2:6][CH2:7][CH2:8][CH2:9][CH3:10].C1(P(C2C=CC=CC=2)C2C=CC=CC=2)C=CC=CC=1.C1C(=O)N([Br:38])C(=O)C1, predict the reaction product. The product is: [Br:38][CH2:1][CH2:2][C:3]#[C:4][CH2:5][CH2:6][CH2:7][CH2:8][CH2:9][CH3:10].